Dataset: Peptide-MHC class I binding affinity with 185,985 pairs from IEDB/IMGT. Task: Regression. Given a peptide amino acid sequence and an MHC pseudo amino acid sequence, predict their binding affinity value. This is MHC class I binding data. (1) The peptide sequence is FRYNGLIHR. The MHC is Mamu-B52 with pseudo-sequence Mamu-B52. The binding affinity (normalized) is 0. (2) The peptide sequence is FLKNRFEAL. The MHC is HLA-A02:06 with pseudo-sequence HLA-A02:06. The binding affinity (normalized) is 0.936. (3) The peptide sequence is NQQGITPNY. The MHC is HLA-B15:09 with pseudo-sequence HLA-B15:09. The binding affinity (normalized) is 0.0847. (4) The peptide sequence is RGFAAPQFSL. The MHC is Mamu-B03 with pseudo-sequence Mamu-B03. The binding affinity (normalized) is 0.241. (5) The peptide sequence is TPPVDRMAV. The MHC is HLA-A69:01 with pseudo-sequence HLA-A69:01. The binding affinity (normalized) is 0.0847. (6) The peptide sequence is YFANNKFTL. The MHC is HLA-A24:02 with pseudo-sequence HLA-A24:02. The binding affinity (normalized) is 0.643.